The task is: Predict the reaction yield, written as a fraction of the theoretical maximum amount of product (1.0 means a 100% yield; for example, 0.34 means a 34% yield).. This data is from Reaction yield outcomes from USPTO patents with 853,638 reactions. (1) The reactants are C([O-])([O-])=O.[Na+].[Na+].[CH:7]([C:9]1[CH:14]=[CH:13][C:12](B(O)O)=[CH:11][CH:10]=1)=[O:8].[Cl:18][C:19]1[C:20](Cl)=[N:21][CH:22]=[C:23]([CH:29]=1)[C:24]([NH:26][CH2:27][CH3:28])=[O:25]. The catalyst is COCCOC.O.C1C=CC([P]([Pd]([P](C2C=CC=CC=2)(C2C=CC=CC=2)C2C=CC=CC=2)([P](C2C=CC=CC=2)(C2C=CC=CC=2)C2C=CC=CC=2)[P](C2C=CC=CC=2)(C2C=CC=CC=2)C2C=CC=CC=2)(C2C=CC=CC=2)C2C=CC=CC=2)=CC=1. The product is [Cl:18][C:19]1[C:20]([C:12]2[CH:13]=[CH:14][C:9]([CH:7]=[O:8])=[CH:10][CH:11]=2)=[N:21][CH:22]=[C:23]([CH:29]=1)[C:24]([NH:26][CH2:27][CH3:28])=[O:25]. The yield is 0.800. (2) The catalyst is COCCOC.C([O-])(=O)C.[Pd+2].C([O-])(=O)C. The yield is 0.570. The reactants are I[C:2]1[CH:3]=[C:4]([CH:7]=[C:8](I)[C:9]=1[O:10][CH2:11][O:12][CH2:13][CH2:14][O:15][CH3:16])[CH:5]=[O:6].[C:18]1(B(O)O)[CH:23]=[CH:22][CH:21]=[CH:20][CH:19]=1.O. The product is [CH3:16][O:15][CH2:14][CH2:13][O:12][CH2:11][O:10][C:9]1[C:8]([C:18]2[CH:23]=[CH:22][CH:21]=[CH:20][CH:19]=2)=[CH:7][C:4]([CH:5]=[O:6])=[CH:3][C:2]=1[C:2]1[CH:3]=[CH:4][CH:7]=[CH:8][CH:9]=1. (3) The reactants are [CH3:1][N:2]([CH2:4][C:5]1[CH:10]=[CH:9][C:8]([C:11]2[O:12][C:13]3[C:14](=[C:16]([C:20]([O:22]C)=O)[CH:17]=[CH:18][CH:19]=3)[N:15]=2)=[CH:7][CH:6]=1)[CH3:3].O.[NH3:25]. No catalyst specified. The product is [CH3:1][N:2]([CH2:4][C:5]1[CH:10]=[CH:9][C:8]([C:11]2[O:12][C:13]3[C:14](=[C:16]([C:20]([NH2:25])=[O:22])[CH:17]=[CH:18][CH:19]=3)[N:15]=2)=[CH:7][CH:6]=1)[CH3:3]. The yield is 0.410.